This data is from Peptide-MHC class II binding affinity with 134,281 pairs from IEDB. The task is: Regression. Given a peptide amino acid sequence and an MHC pseudo amino acid sequence, predict their binding affinity value. This is MHC class II binding data. The peptide sequence is ILRQLLTGGVKKGRPSLKLQ. The MHC is HLA-DPA10103-DPB10401 with pseudo-sequence HLA-DPA10103-DPB10401. The binding affinity (normalized) is 0.250.